The task is: Predict the reactants needed to synthesize the given product.. This data is from Full USPTO retrosynthesis dataset with 1.9M reactions from patents (1976-2016). (1) Given the product [OH:1][C:2]1[CH:10]=[CH:9][C:5]([CH2:6][CH:7]=[O:8])=[CH:4][CH:3]=1, predict the reactants needed to synthesize it. The reactants are: [OH:1][C:2]1[CH:10]=[CH:9][C:5]([CH2:6][CH2:7][OH:8])=[CH:4][CH:3]=1.C1C=CN=CC=1.O=S(=O)=O. (2) Given the product [F:14][C:15]1[CH:20]=[CH:19][C:18]([O:21][CH3:22])=[CH:17][C:16]=1[C:23]1[CH:24]=[CH:25][C:26]([CH2:34][O:1][C:2]2[CH:3]=[C:4]([CH2:8][CH2:9][C:10]([O:12][CH3:13])=[O:11])[CH:5]=[CH:6][CH:7]=2)=[N:27][C:28]=1[CH2:29][C:30]([CH3:32])([CH3:31])[CH3:33], predict the reactants needed to synthesize it. The reactants are: [OH:1][C:2]1[CH:3]=[C:4]([CH2:8][CH2:9][C:10]([O:12][CH3:13])=[O:11])[CH:5]=[CH:6][CH:7]=1.[F:14][C:15]1[CH:20]=[CH:19][C:18]([O:21][CH3:22])=[CH:17][C:16]=1[C:23]1[CH:24]=[CH:25][C:26]([CH2:34]O)=[N:27][C:28]=1[CH2:29][C:30]([CH3:33])([CH3:32])[CH3:31].C1(P(C2C=CC=CC=2)C2C=CC=CC=2)C=CC=CC=1.N(C(OCC)=O)=NC(OCC)=O. (3) Given the product [CH3:52][CH:51]([CH3:53])[C@H:47]([NH:46][C:44](=[O:45])[O:43][CH3:42])[C:48](=[O:49])[N:37]1[C@H:36]([C:34]2[NH:35][C:31]([C:30]#[C:29][Si:26]([CH3:27])([CH3:28])[CH3:25])=[CH:32][N:33]=2)[CH2:41][C@@H:40]2[C@H:38]1[CH2:39]2, predict the reactants needed to synthesize it. The reactants are: CN(C(ON1N=NC2C=CC=NC1=2)=[N+](C)C)C.F[P-](F)(F)(F)(F)F.[CH3:25][Si:26]([C:29]#[C:30][C:31]1[NH:35][C:34]([C@@H:36]2[CH2:41][C@@H:40]3[C@@H:38]([CH2:39]3)[NH:37]2)=[N:33][CH:32]=1)([CH3:28])[CH3:27].[CH3:42][O:43][C:44]([NH:46][C@@H:47]([CH:51]([CH3:53])[CH3:52])[C:48](O)=[O:49])=[O:45].CCN(C(C)C)C(C)C. (4) Given the product [CH2:1]([O:3][C:4](=[O:29])[CH2:5][CH2:6][CH2:7][O:8][C:9]1[CH:14]=[CH:13][CH:12]=[C:11]([CH2:15][CH2:16][CH2:17][CH2:18][CH2:19][CH2:20][O:37][C:35]2[CH:34]=[C:33]([OH:38])[CH:32]=[C:31]([Br:30])[CH:36]=2)[C:10]=1[CH2:22][CH2:23][C:24]([O:26][CH2:27][CH3:28])=[O:25])[CH3:2], predict the reactants needed to synthesize it. The reactants are: [CH2:1]([O:3][C:4](=[O:29])[CH2:5][CH2:6][CH2:7][O:8][C:9]1[CH:14]=[CH:13][CH:12]=[C:11]([CH2:15][CH2:16][CH2:17][CH2:18][CH2:19][CH2:20]Br)[C:10]=1[CH2:22][CH2:23][C:24]([O:26][CH2:27][CH3:28])=[O:25])[CH3:2].[Br:30][C:31]1[CH:32]=[C:33]([OH:38])[CH:34]=[C:35]([OH:37])[CH:36]=1.[H-].[Li+].